This data is from Forward reaction prediction with 1.9M reactions from USPTO patents (1976-2016). The task is: Predict the product of the given reaction. (1) Given the reactants [Cl:1][C:2]1[CH:11]=[C:10]([C:12](=O)[CH3:13])[C:9]([N:15]2[CH2:20][CH2:19][N:18]([C:21](=[O:28])[C:22]3[CH:27]=[CH:26][N:25]=[CH:24][CH:23]=3)[CH2:17][CH2:16]2)=[C:8]2[C:3]=1[CH:4]=[CH:5][CH:6]=[N:7]2.C([O-])(=O)C.[NH4+].C([BH3-])#[N:35].[Na+].O1CCCC1, predict the reaction product. The product is: [Cl:1][C:2]1[CH:11]=[C:10]([CH:12]([NH2:35])[CH3:13])[C:9]([N:15]2[CH2:20][CH2:19][N:18]([C:21](=[O:28])[C:22]3[CH:27]=[CH:26][N:25]=[CH:24][CH:23]=3)[CH2:17][CH2:16]2)=[C:8]2[C:3]=1[CH:4]=[CH:5][CH:6]=[N:7]2. (2) Given the reactants [C:1]([O:5][C:6]([N:8]1[CH2:13][CH2:12][CH:11]([N:14]([C:18]([C:20]2[CH:21]=[N:22][C:23](Br)=[CH:24][CH:25]=2)=[O:19])[CH:15]2[CH2:17][CH2:16]2)[CH2:10][CH2:9]1)=[O:7])([CH3:4])([CH3:3])[CH3:2].[CH3:27][C:28]1[C:32](B(O)O)=[C:31]([CH3:36])[O:30][N:29]=1, predict the reaction product. The product is: [C:1]([O:5][C:6]([N:8]1[CH2:13][CH2:12][CH:11]([N:14]([CH:15]2[CH2:17][CH2:16]2)[C:18]([C:20]2[CH:21]=[N:22][C:23]([C:32]3[C:28]([CH3:27])=[N:29][O:30][C:31]=3[CH3:36])=[CH:24][CH:25]=2)=[O:19])[CH2:10][CH2:9]1)=[O:7])([CH3:4])([CH3:3])[CH3:2]. (3) Given the reactants Cl.Cl.Cl.[O:4]1[C:8]2[CH:9]=[CH:10][CH:11]=[C:12]([N:13]3[CH2:18][CH2:17][N:16]([CH2:19][CH2:20][C@H:21]4[CH2:26][CH2:25][C@H:24]([NH2:27])[CH2:23][CH2:22]4)[CH2:15][CH2:14]3)[C:7]=2[O:6][CH2:5]1.[O:28]1[CH2:31][CH:30]([CH2:32][C:33](OC)=[O:34])[CH2:29]1, predict the reaction product. The product is: [O:4]1[C:8]2[CH:9]=[CH:10][CH:11]=[C:12]([N:13]3[CH2:18][CH2:17][N:16]([CH2:19][CH2:20][C@H:21]4[CH2:26][CH2:25][C@H:24]([NH:27][C:33](=[O:34])[CH2:32][CH:30]5[CH2:31][O:28][CH2:29]5)[CH2:23][CH2:22]4)[CH2:15][CH2:14]3)[C:7]=2[O:6][CH2:5]1. (4) Given the reactants [NH2:1][C@H:2]1[C:11]2[C:6](=[CH:7][CH:8]=[C:9]([F:12])[CH:10]=2)[N:5]([C:13](=[O:15])[CH3:14])[C@@H:4]([CH3:16])[C@@H:3]1[CH3:17].CN(C1C(C2C(P(C3CCCCC3)C3CCCCC3)=CC=CC=2)=CC=CC=1)C.Br[C:47]1[CH:52]=[N:51][C:50]([CH3:53])=[CH:49][N:48]=1.CC(C)([O-])C.[Na+], predict the reaction product. The product is: [F:12][C:9]1[CH:10]=[C:11]2[C:6](=[CH:7][CH:8]=1)[N:5]([C:13](=[O:15])[CH3:14])[C@@H:4]([CH3:16])[C@H:3]([CH3:17])[C@H:2]2[NH:1][C:47]1[CH:52]=[N:51][C:50]([CH3:53])=[CH:49][N:48]=1. (5) Given the reactants [C:1]([C:3]1[C:4]([CH3:14])=[CH:5][C:6]([CH3:13])=[C:7]([CH:12]=1)[C:8]([O:10][CH3:11])=[O:9])#[N:2].P(OCC)(OCC)([S-])=[S:16], predict the reaction product. The product is: [C:1]([C:3]1[C:4]([CH3:14])=[CH:5][C:6]([CH3:13])=[C:7]([CH:12]=1)[C:8]([O:10][CH3:11])=[O:9])(=[S:16])[NH2:2]. (6) Given the reactants [CH3:1][C:2]([CH2:15][C:16]1[CH:21]=[CH:20][C:19]([N+:22]([O-:24])=[O:23])=[CH:18][CH:17]=1)([C:9]([O:11]C(C)C)=[O:10])[C:3]([O:5]C(C)C)=[O:4].O1CCOCC1.O.[OH-].[Li+].Cl, predict the reaction product. The product is: [CH3:1][C:2]([CH2:15][C:16]1[CH:17]=[CH:18][C:19]([N+:22]([O-:24])=[O:23])=[CH:20][CH:21]=1)([C:9]([OH:11])=[O:10])[C:3]([OH:5])=[O:4]. (7) Given the reactants [NH:1]1[CH2:6][CH2:5][CH:4]([NH:7][C:8](=[O:14])[O:9][C:10]([CH3:13])([CH3:12])[CH3:11])[CH2:3][CH2:2]1.[CH3:15][C:16]1[C:24]2[CH2:23][O:22][C:21](=[O:25])[C:20]=2[CH:19]=[CH:18][C:17]=1[CH2:26][CH:27]=O.C([BH3-])#N.[Na+].C(O)(=O)C, predict the reaction product. The product is: [CH3:15][C:16]1[C:24]2[CH2:23][O:22][C:21](=[O:25])[C:20]=2[CH:19]=[CH:18][C:17]=1[CH2:26][CH2:27][N:1]1[CH2:2][CH2:3][CH:4]([NH:7][C:8](=[O:14])[O:9][C:10]([CH3:11])([CH3:13])[CH3:12])[CH2:5][CH2:6]1. (8) Given the reactants [H-].[Al+3].[Li+].[H-].[H-].[H-].[NH2:7][C:8]1[N:12]([CH2:13][CH2:14][O:15][C:16]([C:29]2[CH:34]=[CH:33][CH:32]=[CH:31][CH:30]=2)([C:23]2[CH:28]=[CH:27][CH:26]=[CH:25][CH:24]=2)[C:17]2[CH:22]=[CH:21][CH:20]=[CH:19][CH:18]=2)[N:11]=[CH:10][C:9]=1[C:35]#[N:36].[F-].[Na+].ClCCl, predict the reaction product. The product is: [NH2:7][C:8]1[N:12]([CH2:13][CH2:14][O:15][C:16]([C:23]2[CH:28]=[CH:27][CH:26]=[CH:25][CH:24]=2)([C:17]2[CH:18]=[CH:19][CH:20]=[CH:21][CH:22]=2)[C:29]2[CH:34]=[CH:33][CH:32]=[CH:31][CH:30]=2)[N:11]=[CH:10][C:9]=1[CH2:35][NH2:36].